This data is from Experimentally validated miRNA-target interactions with 360,000+ pairs, plus equal number of negative samples. The task is: Binary Classification. Given a miRNA mature sequence and a target amino acid sequence, predict their likelihood of interaction. (1) The miRNA is hsa-miR-6736-5p with sequence CUGGGUGAGGGCAUCUGUGGU. The protein sequence of the target gene is MEREGSGGSGGSAGLLQQILSLKVVPRVGNGTLCPNSTSLCSFPEMWYGVFLWALVSSLFFHVPAGLLALFTLRHHKYGRFMSVSILLMGIVGPITAGILTSAAIAGVYRAAGKEMIPFEALTLGTGQTFCVLVVSFLRILATL. Result: 0 (no interaction). (2) The miRNA is hsa-miR-519a-3p with sequence AAAGUGCAUCCUUUUAGAGUGU. The protein sequence of the target gene is MEQRGQNAPAASGARKRHGPGPREARGARPGPRVPKTLVLVVAAVLLLVSAESALITQQDLAPQQRAAPQQKRSSPSEGLCPPGHHISEDGRDCISCKYGQDYSTHWNDLLFCLRCTRCDSGEVELSPCTTTRNTVCQCEEGTFREEDSPEMCRKCRTGCPRGMVKVGDCTPWSDIECVHKESGTKHSGEVPAVEETVTSSPGTPASPCSLSGIIIGVTVAAVVLIVAVFVCKSLLWKKVLPYLKGICSGGGGDPERVDRSSQRPGAEDNVLNEIVSILQPTQVPEQEMEVQEPAEPTGV.... Result: 1 (interaction). (3) The miRNA is hsa-miR-6810-3p with sequence UCCCCUGCUCCCUUGUUCCCCAG. The protein sequence of the target gene is MGARLGRRARADAPAAPSAGPAPYERRVRWLREIQSTLRERRPERARQLLRLLRQDLGLEGNLLTDILHRNVTFLNLVDPISHDLLVNLARDLQCPKKDHELWKSSDKICRQLIYHLTPHSKRKHHRKTQSSLKSSLQKTLLVGETVDLSGIPLSARDVQHISRYLDTRGVELVVLDLSFTELSDELLHLLLPSLWALPRLTQLLLNGNRLTRAAARELTEAIKDTAKFPVLAWVDLGNNVDVSSLPQPLLVGLRRRLSQHTSLPTIYEGLDLEPGGGMAETTAAVSTWGSAATEAGPEP.... Result: 0 (no interaction). (4) The miRNA is mmu-miR-149-5p with sequence UCUGGCUCCGUGUCUUCACUCCC. The protein sequence of the target gene is MAQVVMSALPAEDEESSESRMVVTFLMSALESMCKELAKSKAEVACIAVYETDVFVVGTERGRAFVNTRKDFQKDFVKYCVEEEEKAAEMHKMKSTTQANRMSVDAVEIETLRKTVEDYFCFCYGKALGKSTVVPVPYEKMLRDQSAVVVQGLPEGVAFKHPEHYDLATLKWILENKAGISFIIKRPFLEPKKHLGGRVLAAEAERSMLSPSGSCGPIKVKTEPTEDSGISLEMAAVTVKEESEDPDYYQYNIQGPSETDGVDEKLPLSKALQGSHHSSEGNEGTEVEVPAEDSTQHVPS.... Result: 1 (interaction).